Dataset: Catalyst prediction with 721,799 reactions and 888 catalyst types from USPTO. Task: Predict which catalyst facilitates the given reaction. (1) Reactant: [CH3:1][Mg]Br.[O:4]=[C:5]1[CH2:10][CH2:9][N:8]([C:11]([O:13][C:14]([CH3:17])([CH3:16])[CH3:15])=[O:12])[CH:7]([C:18]2[CH:23]=[CH:22][CH:21]=[CH:20][CH:19]=2)[CH2:6]1. Product: [CH3:1][C@:5]1([OH:4])[CH2:10][CH2:9][N:8]([C:11]([O:13][C:14]([CH3:17])([CH3:16])[CH3:15])=[O:12])[C@@H:7]([C:18]2[CH:19]=[CH:20][CH:21]=[CH:22][CH:23]=2)[CH2:6]1. The catalyst class is: 7. (2) Reactant: [Br:1][C:2]1[C:6]2[C:7](=[O:11])[NH:8][CH:9]=[CH:10][C:5]=2[S:4][CH:3]=1.C1C(=O)N([I:19])C(=O)C1.C1COCC1.[O-]S([O-])=O.[Na+].[Na+]. Product: [Br:1][C:2]1[C:6]2[C:7](=[O:11])[NH:8][CH:9]=[C:10]([I:19])[C:5]=2[S:4][CH:3]=1. The catalyst class is: 39. (3) Reactant: [NH2:1][CH2:2][C@@H:3]1[C@@H:11]([C@@:12]2([CH3:21])[CH2:17][CH2:16][C@H:15]([OH:18])[CH2:14][C@@H:13]2[CH2:19][OH:20])[CH2:10][CH2:9][C@@:8]2([CH3:22])[C@H:4]1[CH2:5][CH2:6][C:7]2=[CH2:23].C1CN([P+](ON2N=NC3C=CC=CC2=3)(N2CCCC2)N2CCCC2)CC1.F[P-](F)(F)(F)(F)F.[CH3:57][O:58][C:59]1[CH:67]=[CH:66][C:62]([C:63](O)=[O:64])=[CH:61][CH:60]=1.CCN(C(C)C)C(C)C. Product: [OH:18][C@H:15]1[CH2:16][CH2:17][C@@:12]([C@H:11]2[CH2:10][CH2:9][C@@:8]3([CH3:22])[C@@H:4]([CH2:5][CH2:6][C:7]3=[CH2:23])[C@@H:3]2[CH2:2][NH:1][C:63](=[O:64])[C:62]2[CH:66]=[CH:67][C:59]([O:58][CH3:57])=[CH:60][CH:61]=2)([CH3:21])[C@@H:13]([CH2:19][OH:20])[CH2:14]1. The catalyst class is: 329. (4) Reactant: [NH:1]([C:14]([O:16][CH2:17][C:18]1[CH:23]=[CH:22][CH:21]=[CH:20][CH:19]=1)=[O:15])[C@H:2]([C:4]([O:6]N1C(=O)CCC1=O)=O)[CH3:3].[CH2:24]([NH2:31])[C:25]1[CH:30]=[CH:29][CH:28]=[CH:27][CH:26]=1. Product: [NH:1]([C:14]([O:16][CH2:17][C:18]1[CH:19]=[CH:20][CH:21]=[CH:22][CH:23]=1)=[O:15])[C@H:2]([C:4]([NH:31][CH2:24][C:25]1[CH:30]=[CH:29][CH:28]=[CH:27][CH:26]=1)=[O:6])[CH3:3]. The catalyst class is: 413.